Task: Predict the reactants needed to synthesize the given product.. Dataset: Full USPTO retrosynthesis dataset with 1.9M reactions from patents (1976-2016) (1) Given the product [CH2:1]([C:3]1[CH:18]=[C:17]([C:19]2[N:22]=[C:51]([C:50]3[CH:54]=[CH:55][N:56]=[C:48]([CH2:46][CH3:47])[CH:49]=3)[O:21][N:20]=2)[CH:16]=[C:15]([CH3:23])[C:4]=1[O:5][CH2:6][C@@H:7]([OH:14])[CH2:8][NH:9][C:10](=[O:13])[CH2:11][OH:12])[CH3:2], predict the reactants needed to synthesize it. The reactants are: [CH2:1]([C:3]1[CH:18]=[C:17]([C:19](=[NH:22])[NH:20][OH:21])[CH:16]=[C:15]([CH3:23])[C:4]=1[O:5][CH2:6][C@@H:7]([OH:14])[CH2:8][NH:9][C:10](=[O:13])[CH2:11][OH:12])[CH3:2].CCN=C=NCCCN(C)C.Cl.C1C=CC2N(O)N=NC=2C=1.[CH2:46]([C:48]1[CH:49]=[C:50]([CH:54]=[CH:55][N:56]=1)[C:51](O)=O)[CH3:47]. (2) Given the product [CH2:1]([O:4][C:5]1[CH:10]=[CH:9][C:8]([O:11][CH2:24][CH3:25])=[CH:7][C:6]=1[N:12]1[C:13](=[O:22])[C:14]2[C:19](=[CH:18][CH:17]=[CH:16][CH:15]=2)[C:20]1=[O:21])[CH:2]=[CH2:3], predict the reactants needed to synthesize it. The reactants are: [CH2:1]([O:4][C:5]1[CH:10]=[CH:9][C:8]([OH:11])=[CH:7][C:6]=1[N:12]1[C:20](=[O:21])[C:19]2[C:14](=[CH:15][CH:16]=[CH:17][CH:18]=2)[C:13]1=[O:22])[CH:2]=[CH2:3].I[CH2:24][CH3:25].C([O-])([O-])=O.[K+].[K+]. (3) Given the product [Si:1]([O:8][CH2:9][CH2:10][C:11]1[C:12]([CH:17]=[O:18])=[N:13][CH:14]=[CH:15][CH:16]=1)([C:4]([CH3:6])([CH3:7])[CH3:5])([CH3:3])[CH3:2], predict the reactants needed to synthesize it. The reactants are: [Si:1]([O:8][CH2:9][CH2:10][C:11]1[C:12]([CH2:17][OH:18])=[N:13][CH:14]=[CH:15][CH:16]=1)([C:4]([CH3:7])([CH3:6])[CH3:5])([CH3:3])[CH3:2].C(Cl)Cl. (4) Given the product [CH2:19]([CH:18]([CH2:17][CH2:16][CH2:15][CH3:14])[CH2:21][O:22][P:23]([O-:3])([O:25][CH2:26][CH:27]([CH2:28][CH3:29])[CH2:30][CH2:31][CH2:32][CH3:33])=[O:24])[CH3:20].[Nd+:5], predict the reactants needed to synthesize it. The reactants are: C([O-])(=[O:3])C.[Nd+3:5].C([O-])(=O)C.C([O-])(=O)C.[CH3:14][CH2:15][CH2:16][CH2:17][CH:18]([CH2:21][O:22][PH:23]([O:25][CH2:26][CH:27]([CH2:30][CH2:31][CH2:32][CH3:33])[CH2:28][CH3:29])=[O:24])[CH2:19][CH3:20]. (5) The reactants are: [NH:1]1[CH2:6][CH2:5][CH2:4][C@H:3]([NH:7][C:8](=[O:14])[O:9][C:10]([CH3:13])([CH3:12])[CH3:11])[CH2:2]1.[CH3:15][O:16][C:17]1[C:18](=O)[C:19](=[O:23])[C:20]=1[O:21]C. Given the product [CH3:15][O:16][C:17]1[C:20](=[O:21])[C:19](=[O:23])[C:18]=1[N:1]1[CH2:6][CH2:5][CH2:4][C@H:3]([NH:7][C:8](=[O:14])[O:9][C:10]([CH3:11])([CH3:13])[CH3:12])[CH2:2]1, predict the reactants needed to synthesize it. (6) The reactants are: [C:1]([C:3]1[CH:4]=[C:5](B(O)O)[CH:6]=[CH:7][CH:8]=1)#[N:2].Br[C:13]1[CH:14]=[C:15]2[C:20](=[CH:21][CH:22]=1)[NH:19][C:18](=[O:23])[CH2:17][C:16]2([CH3:25])[CH3:24].C(=O)([O-])[O-].[K+].[K+]. Given the product [CH3:24][C:16]1([CH3:25])[C:15]2[C:20](=[CH:21][CH:22]=[C:13]([C:5]3[CH:4]=[C:3]([CH:8]=[CH:7][CH:6]=3)[C:1]#[N:2])[CH:14]=2)[NH:19][C:18](=[O:23])[CH2:17]1, predict the reactants needed to synthesize it. (7) Given the product [Cl:15][C:16]1[CH:23]=[CH:22][CH:21]=[CH:20][C:17]=1[CH2:18][NH:19][S:11]([C:4]1[CH:5]=[C:6]([O:9][CH3:10])[CH:7]=[CH:8][C:3]=1[O:2][CH3:1])(=[O:13])=[O:12], predict the reactants needed to synthesize it. The reactants are: [CH3:1][O:2][C:3]1[CH:8]=[CH:7][C:6]([O:9][CH3:10])=[CH:5][C:4]=1[S:11](Cl)(=[O:13])=[O:12].[Cl:15][C:16]1[CH:23]=[CH:22][CH:21]=[CH:20][C:17]=1[CH2:18][NH2:19].